This data is from Catalyst prediction with 721,799 reactions and 888 catalyst types from USPTO. The task is: Predict which catalyst facilitates the given reaction. (1) Reactant: [CH2:1]1CCN2C(=NCCC2)CC1.C[N+](C)=C.[I-].[C:17]([O:21][C:22]([C@@:24]1([CH2:38][CH2:39][CH:40]=[O:41])[CH2:28][C:27](=[O:29])[N:26]([C@@H:30]([C:32]2[CH:37]=[CH:36][CH:35]=[CH:34][CH:33]=2)[CH3:31])[CH2:25]1)=[O:23])([CH3:20])([CH3:19])[CH3:18].[Cl-].[NH4+]. Product: [C:17]([O:21][C:22]([C@@:24]1([CH2:38][C:39](=[CH2:1])[CH:40]=[O:41])[CH2:28][C:27](=[O:29])[N:26]([C@@H:30]([C:32]2[CH:37]=[CH:36][CH:35]=[CH:34][CH:33]=2)[CH3:31])[CH2:25]1)=[O:23])([CH3:20])([CH3:19])[CH3:18]. The catalyst class is: 4. (2) Reactant: [C:1]([N:4]1[C:13]2[C:8](=[CH:9][C:10]([C:14]3[CH:22]=[CH:21][C:17]([C:18]([O-:20])=[O:19])=[CH:16][CH:15]=3)=[CH:11][CH:12]=2)[C@H:7]([NH:23][C:24]2[CH:29]=[CH:28][CH:27]=[CH:26][N:25]=2)[CH2:6][C@@H:5]1[CH3:30])(=[O:3])[CH3:2].[Li+].CN(C(ON1N=NC2C=CC=NC1=2)=[N+](C)C)C.F[P-](F)(F)(F)(F)F.CCN(C(C)C)C(C)C.[NH:65]1[CH2:70][CH2:69][O:68][CH2:67][CH2:66]1. Product: [CH:18]([OH:20])=[O:19].[CH3:30][C@H:5]1[CH2:6][C@@H:7]([NH:23][C:24]2[CH:29]=[CH:28][CH:27]=[CH:26][N:25]=2)[C:8]2[C:13](=[CH:12][CH:11]=[C:10]([C:14]3[CH:22]=[CH:21][C:17]([C:18]([N:65]4[CH2:70][CH2:69][O:68][CH2:67][CH2:66]4)=[O:20])=[CH:16][CH:15]=3)[CH:9]=2)[N:4]1[C:1](=[O:3])[CH3:2]. The catalyst class is: 18. (3) Reactant: [Cl:1][C:2]1[CH:7]=[C:6]2[NH:8][C:9](=[O:32])[C:10]3([CH:15]([C:16]4[CH:21]=[CH:20][CH:19]=[C:18]([Cl:22])[CH:17]=4)[CH2:14][C:13](=[O:23])[NH:12][CH:11]3[C:24]3[CH:29]=[C:28]([F:30])[CH:27]=[CH:26][C:25]=3[CH3:31])[C:5]2=[CH:4][CH:3]=1.[CH3:33][O:34][CH:35]([Si:37]([CH3:40])([CH3:39])[CH3:38])[CH3:36].[C:41]([O:45][C:46](=[O:49])[CH2:47]Br)([CH3:44])([CH3:43])[CH3:42].C(=O)([O-])[O-].[Cs+].[Cs+].[NH4+].[Cl-]. Product: [Cl:1][C:2]1[CH:7]=[C:6]2[NH:8][C:9](=[O:32])[C:10]3([CH:15]([C:16]4[CH:21]=[CH:20][CH:19]=[C:18]([Cl:22])[CH:17]=4)[CH2:14][C:13](=[O:23])[N:12]([CH2:47][C:46]([O:45][C:41]([CH3:44])([CH3:43])[CH3:42])=[O:49])[CH:11]3[C:24]3[CH:29]=[C:28]([F:30])[CH:27]=[CH:26][C:25]=3[CH3:31])[C:5]2=[CH:4][CH:3]=1.[CH3:33][O:34][CH:35]([Si:37]([CH3:40])([CH3:39])[CH3:38])[CH3:36]. The catalyst class is: 9. (4) Reactant: Cl.[CH2:2]([O:4][C:5](=[O:10])[C@H:6]([CH2:8][SH:9])[NH2:7])[CH3:3].Br[CH:12]1[C:17](=[O:18])[CH2:16][C:15]([CH3:20])([CH3:19])[CH2:14][C:13]1=O.N1C=CC=CC=1. Product: [CH3:19][C:15]1([CH3:20])[CH2:16][C:17](=[O:18])[C:12]2[S:9][CH2:8][C@@H:6]([C:5]([O:4][CH2:2][CH3:3])=[O:10])[NH:7][C:13]=2[CH2:14]1. The catalyst class is: 5.